Dataset: Catalyst prediction with 721,799 reactions and 888 catalyst types from USPTO. Task: Predict which catalyst facilitates the given reaction. (1) Product: [F:27][C:2]([F:1])([F:26])[C:3]1[CH:8]=[CH:7][C:6]([C:9]2[C:13]3[CH:14]=[CH:15][C:16]([C:38]#[C:37][CH2:36][CH2:35][CH2:34][OH:39])=[CH:17][C:12]=3[S:11][N:10]=2)=[CH:5][CH:4]=1. Reactant: [F:1][C:2]([F:27])([F:26])[C:3]1[CH:8]=[CH:7][C:6]([C:9]2[C:13]3[CH:14]=[CH:15][C:16](OS(C(F)(F)F)(=O)=O)=[CH:17][C:12]=3[S:11][N:10]=2)=[CH:5][CH:4]=1.N1CCCCC1.[CH2:34]([OH:39])[CH2:35][CH2:36][C:37]#[CH:38].Cl. The catalyst class is: 205. (2) Reactant: C[O-].[Na+].CO.[N+](C1C=CC=CC=1S([NH:18][CH:19]([C:26]1[CH:31]=[CH:30][CH:29]=[CH:28][CH:27]=1)[C:20]1[CH:25]=[CH:24][CH:23]=[CH:22][CH:21]=1)(=O)=O)([O-])=O.O.Cl. Product: [CH:19]([NH2:18])([C:26]1[CH:27]=[CH:28][CH:29]=[CH:30][CH:31]=1)[C:20]1[CH:25]=[CH:24][CH:23]=[CH:22][CH:21]=1. The catalyst class is: 365.